Task: Predict which catalyst facilitates the given reaction.. Dataset: Catalyst prediction with 721,799 reactions and 888 catalyst types from USPTO (1) Reactant: [O:1]=[C:2]([C@@:24]1([OH:65])[CH2:41][C@H:40]([O:42][C@@H:43]2[O:57][C@@H:56]([CH3:58])[C@H:46]3[O:47][C@H:48]4[N:53]([C@H:45]3[CH2:44]2)[CH2:52][CH2:51][O:50][C@@H:49]4[O:54][CH3:55])[C:39]2[C:26](=[C:27]([OH:64])[C:28]3[C:29](=[O:63])[C:30]4[C:35]([C:36](=O)[C:37]=3[C:38]=2[OH:59])=[C:34]([O:61][CH3:62])[CH:33]=[CH:32][CH:31]=4)[CH2:25]1)[CH2:3][O:4][CH:5]1[O:10][CH:9]([CH2:11][O:12][CH2:13][C:14]([O:16]N2C(=O)CCC2=O)=O)[CH2:8][CH2:7][CH2:6]1.F[C:67](F)(F)C(O)=O.[NH2:73][CH2:74][CH2:75][N:76]1[C:80](=[O:81])[CH:79]=[CH:78][C:77]1=[O:82].C(N(CC)CC)C. Product: [O:82]=[C:77]1[CH:78]=[CH:79][C:80](=[O:81])[N:76]1[CH2:75][CH2:74][NH:73][C:14](=[O:16])[CH2:13][O:12][CH2:11][CH:9]1[CH2:8][CH2:7][CH2:6][CH:5]([O:4][CH2:3][C:2](=[O:1])[C@@:24]2([OH:65])[CH2:41][C@H:40]([O:42][C@@H:43]3[O:57][C@@H:56]([CH3:58])[C@H:46]4[O:47][C@H:48]5[N:53]([C@H:45]4[CH2:44]3)[CH2:52][CH2:51][O:50][C@@H:49]5[O:54][CH3:55])[C:39]3[C:26](=[C:27]([OH:64])[C:28]4[C:29](=[O:63])[C:30]5[C:35]([C:36](=[CH2:67])[C:37]=4[C:38]=3[OH:59])=[C:34]([O:61][CH3:62])[CH:33]=[CH:32][CH:31]=5)[CH2:25]2)[O:10]1. The catalyst class is: 4. (2) Reactant: [OH:1][CH2:2][CH:3]([NH:14]C(=O)C)[CH2:4][C:5]1[C:9]2=[N:10][CH:11]=[CH:12][CH:13]=[C:8]2[NH:7][CH:6]=1. Product: [NH2:14][CH:3]([CH2:4][C:5]1[C:9]2=[N:10][CH:11]=[CH:12][CH:13]=[C:8]2[NH:7][CH:6]=1)[CH2:2][OH:1]. The catalyst class is: 33. (3) Reactant: [OH-].[K+].[NH2:3][C:4]1[C:5]([SH:12])=[N:6][C:7]([SH:11])=[N:8][C:9]=1[NH2:10].[Cl:13][C:14]1[C:15]([F:22])=[C:16]([CH:19]=[CH:20][CH:21]=1)[CH2:17]Br.O. Product: [Cl:13][C:14]1[C:15]([F:22])=[C:16]([CH2:17][S:11][C:7]2[N:8]=[C:9]([NH2:10])[C:4]([NH2:3])=[C:5]([S:12][CH2:17][C:16]3[CH:19]=[CH:20][CH:21]=[C:14]([Cl:13])[C:15]=3[F:22])[N:6]=2)[CH:19]=[CH:20][CH:21]=1. The catalyst class is: 5. (4) Reactant: [CH:1]1([N:5]2[CH2:10][CH2:9][N:8]([C:11]([C:13]3[CH:14]=[C:15]4[C:19](=[CH:20][CH:21]=3)[NH:18][C:17]([C:22]([N:24]3[CH2:29][CH2:28][S:27](=[O:31])(=[O:30])[CH2:26][CH2:25]3)=[O:23])=[CH:16]4)=[O:12])[CH2:7][CH2:6]2)[CH2:4][CH2:3][CH2:2]1.[Cl:32][C:33]1[CH:34]=[C:35](B(O)O)[CH:36]=[CH:37][CH:38]=1.N1C=CC=CC=1. Product: [Cl:32][C:33]1[CH:38]=[C:37]([N:18]2[C:19]3[C:15](=[CH:14][C:13]([C:11]([N:8]4[CH2:7][CH2:6][N:5]([CH:1]5[CH2:2][CH2:3][CH2:4]5)[CH2:10][CH2:9]4)=[O:12])=[CH:21][CH:20]=3)[CH:16]=[C:17]2[C:22]([N:24]2[CH2:29][CH2:28][S:27](=[O:30])(=[O:31])[CH2:26][CH2:25]2)=[O:23])[CH:36]=[CH:35][CH:34]=1. The catalyst class is: 221. (5) Reactant: [N+:1]([C:4]1[CH:5]=[N:6][NH:7][CH:8]=1)([O-:3])=[O:2].O[CH:10]1[CH2:13][N:12]([C:14]([O:16][C:17]([CH3:20])([CH3:19])[CH3:18])=[O:15])[CH2:11]1.C1(P(C2C=CC=CC=2)C2C=CC=CC=2)C=CC=CC=1.N(/C(OC(C)(C)C)=O)=N\C(OC(C)(C)C)=O. Product: [N+:1]([C:4]1[CH:5]=[N:6][N:7]([CH:10]2[CH2:11][N:12]([C:14]([O:16][C:17]([CH3:20])([CH3:19])[CH3:18])=[O:15])[CH2:13]2)[CH:8]=1)([O-:3])=[O:2]. The catalyst class is: 7. (6) Reactant: [CH3:1][S:2]([NH:5][C:6]1[CH:11]=[CH:10][C:9]([N+:12]([O-:14])=[O:13])=[CH:8][CH:7]=1)(=[O:4])=[O:3].CC(C)([O-])C.[K+].Br[CH2:22][C:23]#[N:24]. Product: [C:23]([CH2:22][N:5]([S:2]([CH3:1])(=[O:3])=[O:4])[C:6]1[CH:7]=[CH:8][C:9]([N+:12]([O-:14])=[O:13])=[CH:10][CH:11]=1)#[N:24]. The catalyst class is: 16. (7) Reactant: [CH2:1]1[C:5]2=[C:6]3[C:11](=[CH:12][CH:13]=[C:4]2[NH:3][C:2]1=[O:14])[N:10]=[CH:9][CH:8]=[CH:7]3.C(O[CH:20](OC(C)(C)C)[N:21]([CH3:23])[CH3:22])(C)(C)C.C(OCC)(=O)C. Product: [CH3:20][N:21]([CH:23]=[C:1]1[C:5]2=[C:6]3[C:11](=[CH:12][CH:13]=[C:4]2[NH:3][C:2]1=[O:14])[N:10]=[CH:9][CH:8]=[CH:7]3)[CH3:22]. The catalyst class is: 3. (8) Reactant: [CH3:1][C:2]([CH3:35])([CH3:34])[C:3]([O:5][C:6]1[CH:11]=[CH:10][C:9]([C:12](=[O:26])[NH:13][CH2:14][C:15]2[NH:19][N:18]=[C:17]([C:20]3[CH:25]=[CH:24][N:23]=[CH:22][CH:21]=3)[N:16]=2)=[C:8]([O:27]C(=O)C(C)(C)C)[CH:7]=1)=[O:4].O.C([O-])(O)=O.[Na+]. Product: [C:3]([O:5][C:6]1[CH:11]=[CH:10][C:9]([C:12](=[O:26])[NH:13][CH2:14][C:15]2[NH:19][N:18]=[C:17]([C:20]3[CH:21]=[CH:22][N:23]=[CH:24][CH:25]=3)[N:16]=2)=[C:8]([OH:27])[CH:7]=1)(=[O:4])[C:2]([CH3:35])([CH3:34])[CH3:1]. The catalyst class is: 5. (9) Reactant: [O:1]=[C:2]1[C:10]2[C:5](=[CH:6][CH:7]=[CH:8][CH:9]=2)[C:4](=[O:11])[N:3]1[CH2:12][CH2:13][CH2:14][CH2:15][N:16]1[CH2:21][CH2:20][N:19](C(OC(C)(C)C)=O)[CH2:18][CH2:17]1.FC(F)(F)C(O)=O. Product: [N:16]1([CH2:15][CH2:14][CH2:13][CH2:12][N:3]2[C:4](=[O:11])[C:5]3[C:10](=[CH:9][CH:8]=[CH:7][CH:6]=3)[C:2]2=[O:1])[CH2:21][CH2:20][NH:19][CH2:18][CH2:17]1. The catalyst class is: 4.